From a dataset of Forward reaction prediction with 1.9M reactions from USPTO patents (1976-2016). Predict the product of the given reaction. (1) Given the reactants [C:1]([C:4]1[CH:5]=[C:6]2[C:11](=[CH:12][C:13]=1[O:14][CH3:15])[N:10]=[CH:9][CH:8]=[C:7]2[O:16][C:17]1[CH:18]=[C:19]2[C:23](=[CH:24][CH:25]=1)[NH:22][CH:21]=[CH:20]2)(=[O:3])[NH2:2].[H-].[Na+].[F:28][C:29]1[CH:34]=[C:33]([F:35])[CH:32]=[CH:31][C:30]=1[NH:36][C:37](=O)[O:38]C1C=CC=CC=1.O, predict the reaction product. The product is: [C:1]([C:4]1[CH:5]=[C:6]2[C:11](=[CH:12][C:13]=1[O:14][CH3:15])[N:10]=[CH:9][CH:8]=[C:7]2[O:16][C:17]1[CH:18]=[C:19]2[C:23](=[CH:24][CH:25]=1)[N:22]([C:37](=[O:38])[NH:36][C:30]1[CH:31]=[CH:32][C:33]([F:35])=[CH:34][C:29]=1[F:28])[CH:21]=[CH:20]2)(=[O:3])[NH2:2]. (2) Given the reactants [CH2:1]([O:3][C:4](=[O:19])[CH2:5][C:6]([NH:8][C:9]1[C:10]([C:15]([O:17]C)=O)=[N:11][CH:12]=[CH:13][CH:14]=1)=[O:7])[CH3:2].C([O-])C.[Na+:23], predict the reaction product. The product is: [CH2:1]([O:3][C:4]([C:5]1[C:6]([O-:7])=[N:8][C:9]2[C:10]([C:15]=1[O-:17])=[N:11][CH:12]=[CH:13][CH:14]=2)=[O:19])[CH3:2].[Na+:23].[Na+:23]. (3) Given the reactants [CH:1]([C:3]1[CH:11]=[CH:10][CH:9]=[CH:8][C:4]=1[C:5](O)=[O:6])=[O:2].[CH:12]([N:15](CC)[CH:16](C)C)(C)C.CNC.C(O)C, predict the reaction product. The product is: [CH:1]([C:3]1[CH:11]=[CH:10][CH:9]=[CH:8][C:4]=1[C:5]([N:15]([CH3:16])[CH3:12])=[O:6])=[O:2]. (4) The product is: [CH3:32][O:31][CH:5]([CH2:6][C:7]1[C:12]2[S:13][CH:14]=[CH:15][C:11]=2[C:10]([O:16][CH2:17][CH2:18][C:19]2[N:20]=[C:21]([C:25]3[CH:30]=[CH:29][CH:28]=[CH:27][CH:26]=3)[O:22][C:23]=2[CH3:24])=[CH:9][CH:8]=1)[C:4]([OH:33])=[O:3]. Given the reactants C([O:3][C:4](=[O:33])[CH:5]([O:31][CH3:32])[CH2:6][C:7]1[C:12]2[S:13][CH:14]=[CH:15][C:11]=2[C:10]([O:16][CH2:17][CH2:18][C:19]2[N:20]=[C:21]([C:25]3[CH:30]=[CH:29][CH:28]=[CH:27][CH:26]=3)[O:22][C:23]=2[CH3:24])=[CH:9][CH:8]=1)C.[OH-].[Na+], predict the reaction product.